This data is from Peptide-MHC class I binding affinity with 185,985 pairs from IEDB/IMGT. The task is: Regression. Given a peptide amino acid sequence and an MHC pseudo amino acid sequence, predict their binding affinity value. This is MHC class I binding data. The MHC is HLA-A02:01 with pseudo-sequence HLA-A02:01. The binding affinity (normalized) is 0.901. The peptide sequence is LLLNTTLTV.